This data is from Forward reaction prediction with 1.9M reactions from USPTO patents (1976-2016). The task is: Predict the product of the given reaction. Given the reactants [CH2:1]([N:8]1[CH2:13][CH2:12][C:11]([NH:21][C:22]2[CH:27]=[CH:26][CH:25]=[CH:24][CH:23]=2)([C:14]2[CH:19]=[CH:18][CH:17]=[C:16]([Br:20])[N:15]=2)[CH2:10][CH2:9]1)[C:2]1[CH:7]=[CH:6][CH:5]=[CH:4][CH:3]=1.[C:28](OC(=O)C)(=[O:30])[CH3:29], predict the reaction product. The product is: [CH2:1]([N:8]1[CH2:13][CH2:12][C:11]([N:21]([C:22]2[CH:27]=[CH:26][CH:25]=[CH:24][CH:23]=2)[C:28](=[O:30])[CH3:29])([C:14]2[CH:19]=[CH:18][CH:17]=[C:16]([Br:20])[N:15]=2)[CH2:10][CH2:9]1)[C:2]1[CH:3]=[CH:4][CH:5]=[CH:6][CH:7]=1.